This data is from Reaction yield outcomes from USPTO patents with 853,638 reactions. The task is: Predict the reaction yield, written as a fraction of the theoretical maximum amount of product (1.0 means a 100% yield; for example, 0.34 means a 34% yield). The reactants are C(OC([N:8]1[CH2:13][CH2:12][CH:11]([CH:14]([C:23]2[CH:28]=[CH:27][C:26]([C:29]#[N:30])=[CH:25][CH:24]=2)[O:15][C:16]2[CH:21]=[CH:20][CH:19]=[C:18]([CH3:22])[N:17]=2)[CH2:10][CH2:9]1)=O)(C)(C)C.O=[C:32]([CH3:46])[CH2:33][CH2:34][N:35]1C(=O)C2C(=CC=CC=2)C1=O. No catalyst specified. The product is [NH2:35][CH2:34][CH2:33][CH:32]([N:8]1[CH2:9][CH2:10][CH:11]([CH:14]([O:15][C:16]2[CH:21]=[CH:20][CH:19]=[C:18]([CH3:22])[N:17]=2)[C:23]2[CH:28]=[CH:27][C:26]([C:29]#[N:30])=[CH:25][CH:24]=2)[CH2:12][CH2:13]1)[CH3:46]. The yield is 0.400.